From a dataset of Catalyst prediction with 721,799 reactions and 888 catalyst types from USPTO. Predict which catalyst facilitates the given reaction. (1) Reactant: [I:1][C:2]1[CH:11]=[N:10][C:5]2[NH:6][CH2:7][CH2:8][NH:9][C:4]=2[CH:3]=1.[F:12][C:13]1[CH:18]=[CH:17][C:16]([F:19])=[CH:15][C:14]=1[S:20](Cl)(=[O:22])=[O:21]. Product: [F:12][C:13]1[CH:18]=[CH:17][C:16]([F:19])=[CH:15][C:14]=1[S:20]([N:9]1[CH2:8][CH2:7][NH:6][C:5]2[N:10]=[CH:11][C:2]([I:1])=[CH:3][C:4]1=2)(=[O:22])=[O:21]. The catalyst class is: 17. (2) Reactant: C(Cl)Cl.[Br:4][C:5]1[CH:13]=[CH:12][C:8]([CH2:9][CH2:10][OH:11])=[CH:7][CH:6]=1.[O:14]1[CH:19]=[CH:18][CH2:17][CH2:16][CH2:15]1. Product: [Br:4][C:5]1[CH:13]=[CH:12][C:8]([CH2:9][CH2:10][O:11][CH:15]2[CH2:16][CH2:17][CH2:18][CH2:19][O:14]2)=[CH:7][CH:6]=1. The catalyst class is: 25. (3) Product: [Cl:1][CH2:2][C:3]1[CH:8]=[CH:7][N:6]2[N:11]=[CH:10][N:9]=[C:5]2[CH:4]=1. Reactant: [Cl:1][CH2:2][C:3]1[CH:8]=[CH:7][N:6]=[C:5]([N:9](O)[CH:10]=[NH:11])[CH:4]=1.C(OC(C(F)(F)F)=O)(C(F)(F)F)=O.N#N.C([O-])(O)=O.[Na+]. The catalyst class is: 1. (4) Reactant: [NH2:1][C:2]1[N:7]=[CH:6][N:5]=[C:4]2[N:8]([CH:12]3[CH2:17][CH2:16][C:15](=O)[CH2:14][CH2:13]3)[N:9]=[C:10]([I:11])[C:3]=12.[CH3:19][N:20]1[CH2:25][CH2:24][NH:23][CH2:22][CH2:21]1.C(O)(=O)C.C(O[BH-](OC(=O)C)OC(=O)C)(=O)C.[Na+]. The catalyst class is: 26. Product: [I:11][C:10]1[C:3]2[C:4](=[N:5][CH:6]=[N:7][C:2]=2[NH2:1])[N:8]([C@H:12]2[CH2:17][CH2:16][C@@H:15]([N:23]3[CH2:24][CH2:25][N:20]([CH3:19])[CH2:21][CH2:22]3)[CH2:14][CH2:13]2)[N:9]=1. (5) Reactant: Cl[CH:2]1[C:7](=[O:8])[CH2:6][C:5]([CH2:14][CH2:15][C:16]2[CH:21]=[CH:20][C:19]([O:22][CH3:23])=[C:18]([Cl:24])[CH:17]=2)([CH:9]2[CH2:13][CH2:12][CH2:11][CH2:10]2)[O:4][C:3]1=[O:25].[CH3:26][C:27]1[N:32]2[N:33]=[C:34]([SH:36])[N:35]=[C:31]2[N:30]=[CH:29][CH:28]=1. Product: [Cl:24][C:18]1[CH:17]=[C:16]([CH2:15][CH2:14][C:5]2([CH:9]3[CH2:13][CH2:12][CH2:11][CH2:10]3)[O:4][C:3](=[O:25])[C:2]([S:36][C:34]3[N:35]=[C:31]4[N:30]=[CH:29][CH:28]=[C:27]([CH3:26])[N:32]4[N:33]=3)=[C:7]([OH:8])[CH2:6]2)[CH:21]=[CH:20][C:19]=1[O:22][CH3:23]. The catalyst class is: 6.